Dataset: Catalyst prediction with 721,799 reactions and 888 catalyst types from USPTO. Task: Predict which catalyst facilitates the given reaction. (1) Reactant: [O:1]=[C:2]1[N:6]([C:7]2[CH:8]=[CH:9][C:10]3[C:16](=O)[CH:15]([C:18]([C:20]4[CH:21]=[N:22][CH:23]=[CH:24][CH:25]=4)=O)[CH2:14][CH2:13][CH2:12][C:11]=3[CH:26]=2)[CH2:5][C@H:4]([CH2:27][NH:28][C:29](=[O:31])[CH3:30])[O:3]1.O.[NH2:33][NH2:34]. Product: [O:1]=[C:2]1[N:6]([C:7]2[CH:8]=[CH:9][C:10]3[C:16]4[NH:33][N:34]=[C:18]([C:20]5[CH:21]=[N:22][CH:23]=[CH:24][CH:25]=5)[C:15]=4[CH2:14][CH2:13][CH2:12][C:11]=3[CH:26]=2)[CH2:5][C@H:4]([CH2:27][NH:28][C:29](=[O:31])[CH3:30])[O:3]1. The catalyst class is: 8. (2) Reactant: Br[C:2]1[CH:3]=[N:4][CH:5]=[N:6][CH:7]=1.[Li]CCCC.C(O)C.[Br:16][C:17]1[CH:24]=[CH:23][C:20]([CH:21]=[O:22])=[CH:19][CH:18]=1. Product: [Br:16][C:17]1[CH:24]=[CH:23][C:20]([CH:21]([C:2]2[CH:3]=[N:4][CH:5]=[N:6][CH:7]=2)[OH:22])=[CH:19][CH:18]=1. The catalyst class is: 116. (3) Reactant: [F:1][C:2]1([F:17])[O:6][C:5]2[CH:7]=[CH:8][C:9]([C:11]3([C:14](O)=[O:15])[CH2:13][CH2:12]3)=[CH:10][C:4]=2[O:3]1.O=S(Cl)[Cl:20]. Product: [F:1][C:2]1([F:17])[O:6][C:5]2[CH:7]=[CH:8][C:9]([C:11]3([C:14]([Cl:20])=[O:15])[CH2:13][CH2:12]3)=[CH:10][C:4]=2[O:3]1. The catalyst class is: 11. (4) The catalyst class is: 8. Reactant: [CH3:1][C:2]([C:4]1[CH:9]=[CH:8][C:7]([F:10])=[C:6]([O:11][CH3:12])[CH:5]=1)=O.Cl.[N:14]1[O:15][N:16]=[C:17]2[CH:22]=[C:21]([CH2:23][O:24][NH2:25])[CH:20]=[CH:19][C:18]=12.N1C=CC=CC=1. Product: [N:14]1[O:15][N:16]=[C:17]2[CH:22]=[C:21]([CH2:23][O:24][N:25]=[C:2]([C:4]3[CH:9]=[CH:8][C:7]([F:10])=[C:6]([O:11][CH3:12])[CH:5]=3)[CH3:1])[CH:20]=[CH:19][C:18]=12. (5) Reactant: C(OC([N:8]1[CH2:13][CH2:12][C:11]2[N:14]([CH3:28])[C:15]([C:17]3[CH:22]=[CH:21][N:20]=[C:19]([N:23]([C:25](=[O:27])[CH3:26])[CH3:24])[N:18]=3)=[CH:16][C:10]=2[C:9]1=[O:29])=O)(C)(C)C.C(O)(C(F)(F)F)=O. Product: [CH3:24][N:23]([C:19]1[N:18]=[C:17]([C:15]2[N:14]([CH3:28])[C:11]3[CH2:12][CH2:13][NH:8][C:9](=[O:29])[C:10]=3[CH:16]=2)[CH:22]=[CH:21][N:20]=1)[C:25](=[O:27])[CH3:26]. The catalyst class is: 2. (6) Reactant: [F:1][C:2]1[CH:7]=[CH:6][CH:5]=[C:4]([CH3:8])[C:3]=1[NH:9][C:10]([C@H:12]1[N:20]([C:21](=[O:43])[C@@H:22]([NH:29][C:30](=[O:42])[C@@H:31]([N:33](C)[C:34](=O)OC(C)(C)C)[CH3:32])[CH:23]2[CH2:28][CH2:27][O:26][CH2:25][CH2:24]2)[C:15]2=[N:16][CH:17]=[CH:18][CH:19]=[C:14]2[CH2:13]1)=[O:11].C(O)(C(F)(F)F)=O. Product: [F:1][C:2]1[CH:7]=[CH:6][CH:5]=[C:4]([CH3:8])[C:3]=1[NH:9][C:10]([C@H:12]1[N:20]([C:21](=[O:43])[C@@H:22]([NH:29][C:30](=[O:42])[C@@H:31]([NH:33][CH3:34])[CH3:32])[CH:23]2[CH2:28][CH2:27][O:26][CH2:25][CH2:24]2)[C:15]2=[N:16][CH:17]=[CH:18][CH:19]=[C:14]2[CH2:13]1)=[O:11]. The catalyst class is: 2.